From a dataset of Catalyst prediction with 721,799 reactions and 888 catalyst types from USPTO. Predict which catalyst facilitates the given reaction. (1) Reactant: [CH3:1][C:2]1[CH:3]=[C:4]([C:19]2[S:23][C:22]([C:24]3([OH:30])[CH2:29][CH2:28][NH:27][CH2:26][CH2:25]3)=[N:21][CH:20]=2)[CH:5]=[C:6]([NH:8][C:9]2[N:14]=[C:13]([C:15]([F:18])([F:17])[F:16])[CH:12]=[CH:11][N:10]=2)[CH:7]=1.C(N(CC)C(C)C)(C)C.[C:40]1([S:46](Cl)(=[O:48])=[O:47])[CH:45]=[CH:44][CH:43]=[CH:42][CH:41]=1. Product: [CH3:1][C:2]1[CH:3]=[C:4]([C:19]2[S:23][C:22]([C:24]3([OH:30])[CH2:25][CH2:26][N:27]([S:46]([C:40]4[CH:45]=[CH:44][CH:43]=[CH:42][CH:41]=4)(=[O:48])=[O:47])[CH2:28][CH2:29]3)=[N:21][CH:20]=2)[CH:5]=[C:6]([NH:8][C:9]2[N:14]=[C:13]([C:15]([F:17])([F:18])[F:16])[CH:12]=[CH:11][N:10]=2)[CH:7]=1. The catalyst class is: 2. (2) Reactant: Cl[C:2]1[C:3]2[S:10][C:9]([C:11]([NH2:13])=[O:12])=[CH:8][C:4]=2[N:5]=[CH:6][N:7]=1.[NH:14]1[CH2:19][CH2:18][CH:17]([CH2:20][NH:21][C:22](=[O:28])[O:23][C:24]([CH3:27])([CH3:26])[CH3:25])[CH2:16][CH2:15]1. Product: [C:11]([C:9]1[S:10][C:3]2[C:2]([N:14]3[CH2:19][CH2:18][CH:17]([CH2:20][NH:21][C:22](=[O:28])[O:23][C:24]([CH3:26])([CH3:25])[CH3:27])[CH2:16][CH2:15]3)=[N:7][CH:6]=[N:5][C:4]=2[CH:8]=1)(=[O:12])[NH2:13]. The catalyst class is: 23. (3) Reactant: [CH3:1][C:2]1[C:7]([C:8]2[C:12]([C:13](OC)=[O:14])=[C:11]([CH:17]([CH3:19])[CH3:18])[CH2:10][CH:9]=2)=[C:6]([CH3:20])[CH:5]=[CH:4][N:3]=1.[H-].C([Al+]C(C)C)(C)C.C1(C)C=CC=CC=1.[C@H](O)(C([O-])=O)[C@@H](O)C([O-])=O.[Na+].[K+]. Product: [CH3:1][C:2]1[C:7]([C:8]2[C:12]([CH2:13][OH:14])=[C:11]([CH:17]([CH3:18])[CH3:19])[CH2:10][CH:9]=2)=[C:6]([CH3:20])[CH:5]=[CH:4][N:3]=1. The catalyst class is: 1. (4) Reactant: [F:1][C:2]([F:20])([F:19])[C:3]1[CH:8]=[CH:7][C:6]([C@H:9]2[CH2:14][C@@H:13]([C:15]([O:17][CH3:18])=[O:16])[CH2:12][CH2:11][NH:10]2)=[CH:5][CH:4]=1.[CH:21]([C:24]1[CH:31]=[CH:30][C:27]([CH2:28]Br)=[CH:26][CH:25]=1)([CH3:23])[CH3:22].[Na+].[I-].C([O-])([O-])=O.[K+].[K+]. Product: [CH:21]([C:24]1[CH:31]=[CH:30][C:27]([CH2:28][N:10]2[CH2:11][CH2:12][C@H:13]([C:15]([O:17][CH3:18])=[O:16])[CH2:14][C@@H:9]2[C:6]2[CH:5]=[CH:4][C:3]([C:2]([F:19])([F:1])[F:20])=[CH:8][CH:7]=2)=[CH:26][CH:25]=1)([CH3:23])[CH3:22]. The catalyst class is: 161. (5) Reactant: O=C1C2C(=CC=CC=2)[C:4](=[O:11])[N:3]1[CH:12]1[CH2:25][C:15]2[NH:16][C:17]3[CH:18]=[CH:19][C:20]([C:23]#[N:24])=[CH:21][C:22]=3[C:14]=2[CH2:13]1.C1COCC1.O.NN.C(OC([O:36][C:37]([CH3:40])([CH3:39])[CH3:38])=O)([O:36][C:37]([CH3:40])([CH3:39])[CH3:38])=O. Product: [C:37]([O:36][C:4](=[O:11])[NH:3][CH:12]1[CH2:25][C:15]2[NH:16][C:17]3[CH:18]=[CH:19][C:20]([C:23]#[N:24])=[CH:21][C:22]=3[C:14]=2[CH2:13]1)([CH3:40])([CH3:39])[CH3:38]. The catalyst class is: 6.